From a dataset of Reaction yield outcomes from USPTO patents with 853,638 reactions. Predict the reaction yield, written as a fraction of the theoretical maximum amount of product (1.0 means a 100% yield; for example, 0.34 means a 34% yield). (1) The reactants are [CH:1]([C:4]1[CH:8]=[C:7]([CH3:9])[N:6]([CH2:10][C:11]([O:13]CC)=[O:12])[N:5]=1)([CH3:3])[CH3:2].[Li+].[OH-].Cl. The catalyst is O. The product is [CH:1]([C:4]1[CH:8]=[C:7]([CH3:9])[N:6]([CH2:10][C:11]([OH:13])=[O:12])[N:5]=1)([CH3:3])[CH3:2]. The yield is 0.660. (2) The reactants are [CH3:1][O:2][C:3]1[CH:4]=[CH:5][CH:6]=[C:7]2[C:12]=1[N:11]=[CH:10][C:9](C(OCC)=O)=[CH:8]2.C([N:20](CC)CC)C.C1(P(N=[N+]=[N-])(C2C=CC=CC=2)=O)C=CC=CC=1.[NH4+].[OH-]. The catalyst is CN(C=O)C.[OH-].[Na+].C(OCC)(=O)C.O. The product is [CH3:1][O:2][C:3]1[CH:4]=[CH:5][CH:6]=[C:7]2[C:12]=1[N:11]=[CH:10][C:9]([NH2:20])=[CH:8]2. The yield is 0.480. (3) The reactants are [CH3:1][O:2][C:3]1[C:8]([O:9][CH3:10])=[CH:7][CH:6]=[CH:5][C:4]=1[OH:11].F[C:13]1[CH:18]=[CH:17][C:16]([F:19])=[CH:15][C:14]=1[N+:20]([O-:22])=[O:21].[CH3:23][O:24][C:25]1[C:39]([O:40][CH3:41])=[CH:38][CH:37]=[CH:36][C:26]=1[O:27][C:28]1[CH:34]=[CH:33][C:32]([F:35])=[CH:31][C:29]=1[NH2:30].[NH2:42][C:43]1[S:44][CH:45]=[CH:46][N:47]=1. No catalyst specified. The product is [CH3:1][O:2][C:3]1[C:8]([O:9][CH3:10])=[CH:7][CH:6]=[CH:5][C:4]=1[O:11][C:13]1[CH:18]=[CH:17][C:16]([F:19])=[CH:15][C:14]=1[N+:20]([O-:22])=[O:21].[CH3:23][O:24][C:25]1[C:39]([O:40][CH3:41])=[CH:38][CH:37]=[CH:36][C:26]=1[O:27][C:28]1[CH:34]=[CH:33][C:32]([F:35])=[CH:31][C:29]=1[NH:30][C:4]([NH:42][C:43]1[S:44][CH:45]=[CH:46][N:47]=1)=[O:11]. The yield is 0.680. (4) The reactants are [CH3:1][N:2]1[C:6]([C:7](=[O:24])[NH:8][C:9]2[CH:10]=[CH:11][C:12]3[N:13]([N:15]=[C:16]([C:18]4[CH:23]=[CH:22][CH:21]=[CH:20][CH:19]=4)[N:17]=3)[CH:14]=2)=[C:5]([C:25]([O:27]CC)=[O:26])[CH:4]=[N:3]1.O.[OH-].[Li+]. The catalyst is CO.O. The product is [CH3:1][N:2]1[C:6]([C:7](=[O:24])[NH:8][C:9]2[CH:10]=[CH:11][C:12]3[N:13]([N:15]=[C:16]([C:18]4[CH:23]=[CH:22][CH:21]=[CH:20][CH:19]=4)[N:17]=3)[CH:14]=2)=[C:5]([C:25]([OH:27])=[O:26])[CH:4]=[N:3]1. The yield is 0.980. (5) The reactants are S(Cl)(Cl)=O.[S:5]1[CH:9]=[CH:8][CH:7]=[C:6]1[CH2:10][C:11]([OH:13])=[O:12].[C:14](=O)(O)[O-].[Na+]. The catalyst is CO. The product is [S:5]1[CH:9]=[CH:8][CH:7]=[C:6]1[CH2:10][C:11]([O:13][CH3:14])=[O:12]. The yield is 0.980.